From a dataset of Full USPTO retrosynthesis dataset with 1.9M reactions from patents (1976-2016). Predict the reactants needed to synthesize the given product. (1) Given the product [CH2:1]([N:8]1[C:16]2[CH:15]=[CH:14][N:13]=[C:12]([O:17][CH3:18])[C:11]=2[C:10]([C:28]2[CH:29]=[CH:30][C:31]([N:34]3[CH2:35][CH2:36][O:37][CH2:38][CH2:39]3)=[CH:32][CH:33]=2)=[N:9]1)[C:2]1[CH:7]=[CH:6][CH:5]=[CH:4][CH:3]=1, predict the reactants needed to synthesize it. The reactants are: [CH2:1]([N:8]1[C:16]2[CH:15]=[CH:14][N:13]=[C:12]([O:17][CH3:18])[C:11]=2[C:10](I)=[N:9]1)[C:2]1[CH:7]=[CH:6][CH:5]=[CH:4][CH:3]=1.CC1(C)C(C)(C)OB([C:28]2[CH:33]=[CH:32][C:31]([N:34]3[CH2:39][CH2:38][O:37][CH2:36][CH2:35]3)=[CH:30][CH:29]=2)O1.C(=O)([O-])[O-].[Na+].[Na+].O. (2) Given the product [Cl-:1].[CH3:3][O:15][C:14]([C:13]1[CH:12]=[CH:11][C:10]([NH:8][NH3+:9])=[CH:18][CH:17]=1)=[O:16], predict the reactants needed to synthesize it. The reactants are: [ClH:1].O1CCOC[CH2:3]1.[NH:8]([C:10]1[CH:18]=[CH:17][C:13]([C:14]([OH:16])=[O:15])=[CH:12][CH:11]=1)[NH2:9]. (3) Given the product [CH:1]1([N:7]([CH3:33])[C:8]([C:10]2[CH:32]=[CH:31][C:13]3[N:14]([CH2:25][CH2:26][CH2:27][C:28](=[O:29])[NH2:36])[C:15]([NH:17][C:18]([C:20]4[S:21][CH:22]=[CH:23][CH:24]=4)=[O:19])=[N:16][C:12]=3[CH:11]=2)=[O:9])[CH2:6][CH2:5][CH2:4][CH2:3][CH2:2]1, predict the reactants needed to synthesize it. The reactants are: [CH:1]1([N:7]([CH3:33])[C:8]([C:10]2[CH:32]=[CH:31][C:13]3[N:14]([CH2:25][CH2:26][CH2:27][C:28](O)=[O:29])[C:15]([NH:17][C:18]([C:20]4[S:21][CH:22]=[CH:23][CH:24]=4)=[O:19])=[N:16][C:12]=3[CH:11]=2)=[O:9])[CH2:6][CH2:5][CH2:4][CH2:3][CH2:2]1.O.O[N:36]1C2C=CC=CC=2N=N1.Cl.CN(C)CCCN=C=NCC.[OH-].[NH4+].Cl. (4) Given the product [CH3:20][O:19][C:16]1[CH:17]=[CH:18][C:13]([C:9]2[N:4]3[N:5]=[C:6]([CH3:8])[CH:7]=[C:2]([NH:26][C@@H:22]([CH3:23])[CH2:24][CH3:25])[C:3]3=[CH:11][C:10]=2[CH3:12])=[C:14]([CH3:21])[CH:15]=1, predict the reactants needed to synthesize it. The reactants are: Br[C:2]1[C:3]2[N:4]([C:9]([C:13]3[CH:18]=[CH:17][C:16]([O:19][CH3:20])=[CH:15][C:14]=3[CH3:21])=[C:10]([CH3:12])[CH:11]=2)[N:5]=[C:6]([CH3:8])[CH:7]=1.[C@@H:22]([NH2:26])([CH2:24][CH3:25])[CH3:23].CC1(C)C2C(=C(P(C3C=CC=CC=3)C3C=CC=CC=3)C=CC=2)OC2C(P(C3C=CC=CC=3)C3C=CC=CC=3)=CC=CC1=2.C([O-])([O-])=O.[Cs+].[Cs+]. (5) Given the product [NH2:13][CH:10]1[CH2:9][CH2:8][C:4]2([NH:3][N:2]([CH3:1])[C:6](=[O:7])[CH2:5]2)[CH2:12][CH2:11]1, predict the reactants needed to synthesize it. The reactants are: [CH3:1][N:2]1[C:6](=[O:7])[CH2:5][C:4]2([CH2:12][CH2:11][CH:10]([NH:13]C(=O)OCC3C=CC=CC=3)[CH2:9][CH2:8]2)[NH:3]1. (6) Given the product [NH2:1][CH:2]1[CH2:7][CH2:6][N:5]([C:8]2[CH:16]=[CH:15][C:11]([C:12]([NH2:14])=[O:13])=[C:10]([C:33]3[CH:34]=[CH:35][C:48]([O:49][C:50]4[CH:51]=[CH:16][CH:15]=[CH:11][CH:10]=4)=[CH:47][CH:32]=3)[N:9]=2)[CH2:4]1, predict the reactants needed to synthesize it. The reactants are: [NH2:1][CH:2]1[CH2:7][CH2:6][N:5]([C:8]2[CH:16]=[CH:15][C:11]([C:12]([NH2:14])=[O:13])=[C:10](Cl)[N:9]=2)[CH2:4]C1.C([O-])([O-])=O.[K+].[K+].C(OC(N1C=[C:35](B2O[C:34](C)([CH3:35])[C:33](C)([CH3:32])O2)[CH2:34][CH2:33][CH2:32]1)=O)(C)(C)C.O1[CH2:51][CH2:50][O:49][CH2:48][CH2:47]1. (7) Given the product [Cl:1][C:2]1[N:3]=[C:4]([N:23]2[CH2:28][CH2:27][O:26][CH2:25][CH2:24]2)[C:5]2[S:10][C:9]([CH2:11][NH2:12])=[N:8][C:6]=2[N:7]=1, predict the reactants needed to synthesize it. The reactants are: [Cl:1][C:2]1[N:3]=[C:4]([N:23]2[CH2:28][CH2:27][O:26][CH2:25][CH2:24]2)[C:5]2[S:10][C:9]([CH2:11][N:12]3C(=O)C4C(=CC=CC=4)C3=O)=[N:8][C:6]=2[N:7]=1.NN.O. (8) Given the product [O:21]=[C:15]1[CH:14]([N:7]2[CH2:6][C:5]3[C:9](=[CH:10][CH:11]=[CH:12][C:4]=3[CH2:3][NH:2][C:33]([NH:32][C:22]3[C:31]4[C:26](=[CH:27][CH:28]=[CH:29][CH:30]=4)[CH:25]=[CH:24][CH:23]=3)=[O:34])[C:8]2=[O:13])[CH2:19][CH2:18][C:17](=[O:20])[NH:16]1, predict the reactants needed to synthesize it. The reactants are: Cl.[NH2:2][CH2:3][C:4]1[CH:12]=[CH:11][CH:10]=[C:9]2[C:5]=1[CH2:6][N:7]([CH:14]1[CH2:19][CH2:18][C:17](=[O:20])[NH:16][C:15]1=[O:21])[C:8]2=[O:13].[C:22]1([N:32]=[C:33]=[O:34])[C:31]2[C:26](=[CH:27][CH:28]=[CH:29][CH:30]=2)[CH:25]=[CH:24][CH:23]=1.C(N(CC)CC)C. (9) Given the product [Cl:28][C:29]1[CH:34]=[C:33]([O:35][CH3:36])[CH:32]=[CH:31][C:30]=1[C:37]1[N:38]=[C:39]([CH2:65][CH3:66])[C:40]([NH:45][C@H:46]2[C@@H:50]([O:51][CH2:52][CH2:53][F:54])[CH2:49][NH:48][CH2:47]2)=[N:41][C:42]=1[CH2:43][CH3:44], predict the reactants needed to synthesize it. The reactants are: ClC1C=C(Cl)C=CC=1C1N=C(CC)C(N[C@H]2[C@@H](OCC)CNC2)=NC=1CC.[Cl:28][C:29]1[CH:34]=[C:33]([O:35][CH3:36])[CH:32]=[CH:31][C:30]=1[C:37]1[N:38]=[C:39]([CH2:65][CH3:66])[C:40]([NH:45][C@H:46]2[C@@H:50]([O:51][CH2:52][CH2:53][F:54])[CH2:49][N:48](C(OCC3C=CC=CC=3)=O)[CH2:47]2)=[N:41][C:42]=1[CH2:43][CH3:44].